From a dataset of Reaction yield outcomes from USPTO patents with 853,638 reactions. Predict the reaction yield, written as a fraction of the theoretical maximum amount of product (1.0 means a 100% yield; for example, 0.34 means a 34% yield). (1) The reactants are [C:1]([C:3]1[CH:4]=[N:5][CH:6]=[C:7]([CH:20]=1)[C:8]([N:10]=[S@@:11]([CH3:19])(=[O:18])[C:12]1[CH:17]=[CH:16][CH:15]=[CH:14][CH:13]=1)=[O:9])#[CH:2].I[C:22]1[NH:23][CH:24]=[CH:25][N:26]=1. No catalyst specified. The product is [NH:23]1[CH:24]=[CH:25][N:26]=[C:22]1[C:2]#[C:1][C:3]1[CH:4]=[N:5][CH:6]=[C:7]([CH:20]=1)[C:8]([N:10]=[S@@:11]([CH3:19])(=[O:18])[C:12]1[CH:13]=[CH:14][CH:15]=[CH:16][CH:17]=1)=[O:9]. The yield is 0.290. (2) The reactants are [N:1]1([CH2:7][CH2:8][NH2:9])[CH2:6][CH2:5][O:4][CH2:3][CH2:2]1.Cl[C:11]1[N:16]=[CH:15][C:14]2[C:17](=[C:22]3[C:30]4[C:25](=[CH:26][CH:27]=[C:28]([F:31])[CH:29]=4)[NH:24][C:23]3=[O:32])[O:18][CH:19]([CH2:20][CH3:21])[C:13]=2[CH:12]=1.O. The catalyst is O1CCOCC1. The product is [CH2:20]([CH:19]1[C:13]2[CH:12]=[C:11]([NH:9][CH2:8][CH2:7][N:1]3[CH2:6][CH2:5][O:4][CH2:3][CH2:2]3)[N:16]=[CH:15][C:14]=2[C:17](=[C:22]2[C:30]3[C:25](=[CH:26][CH:27]=[C:28]([F:31])[CH:29]=3)[NH:24][C:23]2=[O:32])[O:18]1)[CH3:21]. The yield is 0.140. (3) The reactants are [CH3:1][NH:2][CH:3]1[CH2:8][CH2:7][CH:6]([NH:9][C:10]2[C:21]3[C:20]4[CH2:19][CH2:18][CH2:17][C:16]=4[S:15][C:14]=3[N:13]=[CH:12][N:11]=2)[CH2:5][CH2:4]1.[CH3:22][CH:23]([CH3:26])[CH:24]=O.[BH3-]C#N.[Na+]. The catalyst is CO.CCOC(C)=O. The product is [CH3:1][N:2]([CH2:22][CH:23]([CH3:26])[CH3:24])[CH:3]1[CH2:8][CH2:7][CH:6]([NH:9][C:10]2[C:21]3[C:20]4[CH2:19][CH2:18][CH2:17][C:16]=4[S:15][C:14]=3[N:13]=[CH:12][N:11]=2)[CH2:5][CH2:4]1. The yield is 0.630. (4) The reactants are C(N(CC)CC)C.[Br:8][C:9]1[CH:29]=[C:28]([CH3:30])[C:12]([C:13]([NH:15][CH2:16][C:17]2[CH:22]=[CH:21][C:20]([O:23][C:24]([F:27])([F:26])[F:25])=[CH:19][CH:18]=2)=[O:14])=[C:11]([CH2:31]O)[CH:10]=1.CS(Cl)(=O)=O.CCC([O-])(C)C.[Na+]. The catalyst is CC1CCCO1.O. The product is [Br:8][C:9]1[CH:10]=[C:11]2[C:12](=[C:28]([CH3:30])[CH:29]=1)[C:13](=[O:14])[N:15]([CH2:16][C:17]1[CH:22]=[CH:21][C:20]([O:23][C:24]([F:25])([F:26])[F:27])=[CH:19][CH:18]=1)[CH2:31]2. The yield is 0.770. (5) The reactants are CS(C)=O.[C:5]([NH:8][C:9]1[CH:14]=[C:13]([C:15]2[C:16]([C:27]3[CH:32]=[CH:31][C:30]([F:33])=[CH:29][CH:28]=3)=[N:17][N:18]([C:20]3[CH2:25][CH2:24][C:23](=[O:26])[NH:22][N:21]=3)[CH:19]=2)[CH:12]=[CH:11][N:10]=1)(=[O:7])[CH3:6].[ClH:34]. The catalyst is C(OCC)(=O)C. The product is [ClH:34].[C:5]([NH:8][C:9]1[CH:14]=[C:13]([C:15]2[C:16]([C:27]3[CH:28]=[CH:29][C:30]([F:33])=[CH:31][CH:32]=3)=[N:17][N:18]([C:20]3[CH2:25][CH2:24][C:23](=[O:26])[NH:22][N:21]=3)[CH:19]=2)[CH:12]=[CH:11][N:10]=1)(=[O:7])[CH3:6]. The yield is 0.990.